Dataset: Forward reaction prediction with 1.9M reactions from USPTO patents (1976-2016). Task: Predict the product of the given reaction. (1) Given the reactants [CH3:1]I.O=[C:4]1[CH2:12][C:11]2C(=[CH:7][C:8]([C:13]([O:15][CH3:16])=[O:14])=[CH:9][CH:10]=2)N1.[H-].[Na+].[CH3:19][N:20]([CH:22]=[O:23])C, predict the reaction product. The product is: [CH3:1][C:12]1([CH3:4])[C:11]2[C:19](=[CH:7][C:8]([C:13]([O:15][CH3:16])=[O:14])=[CH:9][CH:10]=2)[NH:20][C:22]1=[O:23]. (2) Given the reactants O.[NH2:2][NH2:3].[C:4]([CH2:6][C:7]([C:9]1[CH:14]=[CH:13][C:12]([N:15]2[CH2:20][CH2:19][N:18]([C:21]([O:23][C:24]([CH3:27])([CH3:26])[CH3:25])=[O:22])[CH2:17][CH2:16]2)=[CH:11][CH:10]=1)=O)#[N:5], predict the reaction product. The product is: [NH2:5][C:4]1[NH:3][N:2]=[C:7]([C:9]2[CH:14]=[CH:13][C:12]([N:15]3[CH2:20][CH2:19][N:18]([C:21]([O:23][C:24]([CH3:27])([CH3:26])[CH3:25])=[O:22])[CH2:17][CH2:16]3)=[CH:11][CH:10]=2)[CH:6]=1. (3) Given the reactants I[C:2]1[CH:7]=[CH:6][CH:5]=[CH:4][C:3]=1[O:8][CH3:9].C([Li:14])CCC.CCCCCC, predict the reaction product. The product is: [CH3:9][O:8][C:3]1[CH:4]=[CH:5][CH:6]=[CH:7][C:2]=1[Li:14]. (4) Given the reactants CO[C:3]1[CH:8]=[CH:7][C:6](B(O)O)=[CH:5][CH:4]=1.C(OC(=O)[NH:18][C@@H:19]([CH2:22][NH:23][C:24]1[C:29](Br)=[CH:28][N:27]=[C:26]([C:31]2[CH:36]=[C:35]([Cl:37])[CH:34]=[CH:33][C:32]=2[OH:38])[N:25]=1)[CH2:20][CH3:21])(C)(C)C.P([O-])([O-])([O-])=O.[K+].[K+].[K+].FC(F)(F)C(O)=O, predict the reaction product. The product is: [NH2:18][C@H:19]([CH2:20][CH3:21])[CH2:22][NH:23][C:24]1[C:29]([C:3]2[CH:8]=[CH:7][CH:6]=[CH:5][CH:4]=2)=[CH:28][N:27]=[C:26]([C:31]2[CH:36]=[C:35]([Cl:37])[CH:34]=[CH:33][C:32]=2[OH:38])[N:25]=1. (5) Given the reactants ClC1C=C(C=CC=1Cl)O[CH:6]1[CH2:11][CH2:10][N:9]([S:12]([C:15]2[C:16]([CH3:22])=[N:17][N:18]([CH3:21])[C:19]=2[CH3:20])(=[O:14])=[O:13])[CH2:8][CH2:7]1.CN1C(C)=C(S(Cl)(=O)=O)C(C)=N1.Cl.[Cl:40][C:41]1[CH:53]=[CH:52][C:44]([CH2:45]C2CCNCC2)=[C:43]([O:54][CH3:55])[CH:42]=1, predict the reaction product. The product is: [Cl:40][C:41]1[CH:53]=[CH:52][C:44]([CH2:45][CH:6]2[CH2:7][CH2:8][N:9]([S:12]([C:15]3[C:16]([CH3:22])=[N:17][N:18]([CH3:21])[C:19]=3[CH3:20])(=[O:13])=[O:14])[CH2:10][CH2:11]2)=[C:43]([O:54][CH3:55])[CH:42]=1. (6) Given the reactants FC1C=CC(F)=CC=1C[P:5](=[O:12])([O:9][CH2:10][CH3:11])[O:6][CH2:7][CH3:8].Br[CH2:19][C:20]1[CH:25]=[C:24]([Cl:26])[N:23]=[CH:22][N:21]=1, predict the reaction product. The product is: [Cl:26][C:24]1[N:23]=[CH:22][N:21]=[C:20]([CH2:19][P:5](=[O:12])([O:9][CH2:10][CH3:11])[O:6][CH2:7][CH3:8])[CH:25]=1. (7) The product is: [CH2:15]([NH:17][C:2]1[CH:3]=[C:4]([CH:5]=[CH:6][C:7]=1[O:8][CH3:9])[CH:10]=[O:14])[CH3:16]. Given the reactants Br[C:2]1[CH:3]=[C:4]([CH:10]2[O:14]CCO2)[CH:5]=[CH:6][C:7]=1[O:8][CH3:9].[CH2:15]([NH2:17])[CH3:16].O(C(C)(C)C)[K].Cl, predict the reaction product. (8) The product is: [CH2:1]([O:3][C:4](=[O:17])[C:5]([CH3:6])([O:8][C:9]1[CH:14]=[C:13]([O:15][CH2:25][C:24]2[C:19]([CH3:18])=[N:20][C:21]([C:27]3[CH:28]=[CH:29][C:30]([C:33]([F:36])([F:34])[F:35])=[CH:31][CH:32]=3)=[CH:22][CH:23]=2)[CH:12]=[CH:11][C:10]=1[CH3:16])[CH3:7])[CH3:2]. Given the reactants [CH2:1]([O:3][C:4](=[O:17])[C:5]([O:8][C:9]1[CH:14]=[C:13]([OH:15])[CH:12]=[CH:11][C:10]=1[CH3:16])([CH3:7])[CH3:6])[CH3:2].[CH3:18][C:19]1[C:24]([CH2:25]O)=[CH:23][CH:22]=[C:21]([C:27]2[CH:32]=[CH:31][C:30]([C:33]([F:36])([F:35])[F:34])=[CH:29][CH:28]=2)[N:20]=1.C1(P(C2C=CC=CC=2)C2C=CC=CC=2)C=CC=CC=1.N(C(OC(C)(C)C)=O)=NC(OC(C)(C)C)=O, predict the reaction product. (9) Given the reactants [O:1]1[CH2:3][C@@H:2]1[CH2:4][N:5]1[C:13]2[C:8](=[CH:9][C:10]([N:14]3[CH:19]=[CH:18][C:17]([C:20]4[CH:25]=[CH:24][C:23]([C:26]([F:29])([F:28])[F:27])=[CH:22][CH:21]=4)=[CH:16][C:15]3=[O:30])=[CH:11][CH:12]=2)[CH:7]=[N:6]1.[CH3:31][NH:32][CH3:33].[ClH:34], predict the reaction product. The product is: [ClH:34].[CH3:31][N:32]([CH3:33])[CH2:3][C@@H:2]([OH:1])[CH2:4][N:5]1[C:13]2[C:8](=[CH:9][C:10]([N:14]3[CH:19]=[CH:18][C:17]([C:20]4[CH:25]=[CH:24][C:23]([C:26]([F:27])([F:29])[F:28])=[CH:22][CH:21]=4)=[CH:16][C:15]3=[O:30])=[CH:11][CH:12]=2)[CH:7]=[N:6]1.